From a dataset of NCI-60 drug combinations with 297,098 pairs across 59 cell lines. Regression. Given two drug SMILES strings and cell line genomic features, predict the synergy score measuring deviation from expected non-interaction effect. (1) Drug 1: CCC1(C2=C(COC1=O)C(=O)N3CC4=CC5=C(C=CC(=C5CN(C)C)O)N=C4C3=C2)O.Cl. Drug 2: C1C(C(OC1N2C=NC(=NC2=O)N)CO)O. Cell line: OVCAR-8. Synergy scores: CSS=54.0, Synergy_ZIP=2.47, Synergy_Bliss=2.08, Synergy_Loewe=4.54, Synergy_HSA=9.12. (2) Drug 1: CCC1(CC2CC(C3=C(CCN(C2)C1)C4=CC=CC=C4N3)(C5=C(C=C6C(=C5)C78CCN9C7C(C=CC9)(C(C(C8N6C)(C(=O)OC)O)OC(=O)C)CC)OC)C(=O)OC)O.OS(=O)(=O)O. Drug 2: CN(C(=O)NC(C=O)C(C(C(CO)O)O)O)N=O. Cell line: MALME-3M. Synergy scores: CSS=6.63, Synergy_ZIP=-2.46, Synergy_Bliss=-7.76, Synergy_Loewe=-94.2, Synergy_HSA=-7.72. (3) Drug 1: CCCS(=O)(=O)NC1=C(C(=C(C=C1)F)C(=O)C2=CNC3=C2C=C(C=N3)C4=CC=C(C=C4)Cl)F. Drug 2: CNC(=O)C1=CC=CC=C1SC2=CC3=C(C=C2)C(=NN3)C=CC4=CC=CC=N4. Cell line: SF-539. Synergy scores: CSS=20.0, Synergy_ZIP=5.08, Synergy_Bliss=5.89, Synergy_Loewe=1.24, Synergy_HSA=7.00. (4) Drug 1: CC1=C2C(C(=O)C3(C(CC4C(C3C(C(C2(C)C)(CC1OC(=O)C(C(C5=CC=CC=C5)NC(=O)OC(C)(C)C)O)O)OC(=O)C6=CC=CC=C6)(CO4)OC(=O)C)O)C)O. Drug 2: C1=NC(=NC(=O)N1C2C(C(C(O2)CO)O)O)N. Cell line: A549. Synergy scores: CSS=7.85, Synergy_ZIP=-2.63, Synergy_Bliss=0.288, Synergy_Loewe=-0.978, Synergy_HSA=0.0942. (5) Drug 1: CCN(CC)CCNC(=O)C1=C(NC(=C1C)C=C2C3=C(C=CC(=C3)F)NC2=O)C. Drug 2: CCCCC(=O)OCC(=O)C1(CC(C2=C(C1)C(=C3C(=C2O)C(=O)C4=C(C3=O)C=CC=C4OC)O)OC5CC(C(C(O5)C)O)NC(=O)C(F)(F)F)O. Cell line: K-562. Synergy scores: CSS=49.9, Synergy_ZIP=1.77, Synergy_Bliss=0.0731, Synergy_Loewe=-4.18, Synergy_HSA=0.171. (6) Drug 1: CC1=C(C=C(C=C1)NC2=NC=CC(=N2)N(C)C3=CC4=NN(C(=C4C=C3)C)C)S(=O)(=O)N.Cl. Drug 2: CN(C)N=NC1=C(NC=N1)C(=O)N. Cell line: HCT116. Synergy scores: CSS=-0.511, Synergy_ZIP=-2.01, Synergy_Bliss=-1.22, Synergy_Loewe=-2.71, Synergy_HSA=-2.14. (7) Drug 1: C1=CC(=CC=C1CCC2=CNC3=C2C(=O)NC(=N3)N)C(=O)NC(CCC(=O)O)C(=O)O. Drug 2: C1C(C(OC1N2C=NC3=C(N=C(N=C32)Cl)N)CO)O. Cell line: SF-295. Synergy scores: CSS=30.3, Synergy_ZIP=0.862, Synergy_Bliss=0.912, Synergy_Loewe=-2.31, Synergy_HSA=1.45. (8) Drug 1: COC1=C(C=C2C(=C1)N=CN=C2NC3=CC(=C(C=C3)F)Cl)OCCCN4CCOCC4. Synergy scores: CSS=44.4, Synergy_ZIP=-1.55, Synergy_Bliss=-1.66, Synergy_Loewe=0.353, Synergy_HSA=2.38. Cell line: NCI-H522. Drug 2: CCC1(CC2CC(C3=C(CCN(C2)C1)C4=CC=CC=C4N3)(C5=C(C=C6C(=C5)C78CCN9C7C(C=CC9)(C(C(C8N6C)(C(=O)OC)O)OC(=O)C)CC)OC)C(=O)OC)O.OS(=O)(=O)O.